From a dataset of NCI-60 drug combinations with 297,098 pairs across 59 cell lines. Regression. Given two drug SMILES strings and cell line genomic features, predict the synergy score measuring deviation from expected non-interaction effect. (1) Drug 2: CCC1=CC2CC(C3=C(CN(C2)C1)C4=CC=CC=C4N3)(C5=C(C=C6C(=C5)C78CCN9C7C(C=CC9)(C(C(C8N6C)(C(=O)OC)O)OC(=O)C)CC)OC)C(=O)OC.C(C(C(=O)O)O)(C(=O)O)O. Synergy scores: CSS=53.2, Synergy_ZIP=-6.34, Synergy_Bliss=-2.11, Synergy_Loewe=-8.54, Synergy_HSA=-0.0478. Cell line: HOP-92. Drug 1: CC12CCC3C(C1CCC2=O)CC(=C)C4=CC(=O)C=CC34C. (2) Drug 1: CCCS(=O)(=O)NC1=C(C(=C(C=C1)F)C(=O)C2=CNC3=C2C=C(C=N3)C4=CC=C(C=C4)Cl)F. Drug 2: C1CC(C1)(C(=O)O)C(=O)O.[NH2-].[NH2-].[Pt+2]. Cell line: NCIH23. Synergy scores: CSS=47.7, Synergy_ZIP=1.65, Synergy_Bliss=0.0878, Synergy_Loewe=-4.98, Synergy_HSA=-2.64. (3) Drug 1: C1CC(C1)(C(=O)O)C(=O)O.[NH2-].[NH2-].[Pt+2]. Drug 2: CNC(=O)C1=NC=CC(=C1)OC2=CC=C(C=C2)NC(=O)NC3=CC(=C(C=C3)Cl)C(F)(F)F. Cell line: SK-MEL-5. Synergy scores: CSS=22.0, Synergy_ZIP=-3.36, Synergy_Bliss=2.91, Synergy_Loewe=-19.4, Synergy_HSA=2.32. (4) Drug 1: CC1C(C(CC(O1)OC2CC(OC(C2O)C)OC3=CC4=CC5=C(C(=O)C(C(C5)C(C(=O)C(C(C)O)O)OC)OC6CC(C(C(O6)C)O)OC7CC(C(C(O7)C)O)OC8CC(C(C(O8)C)O)(C)O)C(=C4C(=C3C)O)O)O)O. Drug 2: CCC1(C2=C(COC1=O)C(=O)N3CC4=CC5=C(C=CC(=C5CN(C)C)O)N=C4C3=C2)O.Cl. Cell line: SK-MEL-28. Synergy scores: CSS=59.2, Synergy_ZIP=-3.53, Synergy_Bliss=0.587, Synergy_Loewe=-0.822, Synergy_HSA=0.226. (5) Drug 1: CC12CCC3C(C1CCC2=O)CC(=C)C4=CC(=O)C=CC34C. Drug 2: CN(C)N=NC1=C(NC=N1)C(=O)N. Cell line: SF-539. Synergy scores: CSS=22.7, Synergy_ZIP=-1.29, Synergy_Bliss=-1.05, Synergy_Loewe=-19.1, Synergy_HSA=-0.268. (6) Drug 1: CC12CCC3C(C1CCC2=O)CC(=C)C4=CC(=O)C=CC34C. Drug 2: CC1=C(C=C(C=C1)NC(=O)C2=CC=C(C=C2)CN3CCN(CC3)C)NC4=NC=CC(=N4)C5=CN=CC=C5. Cell line: UACC62. Synergy scores: CSS=40.3, Synergy_ZIP=1.11, Synergy_Bliss=0.583, Synergy_Loewe=0.704, Synergy_HSA=0.413. (7) Drug 1: CCCCC(=O)OCC(=O)C1(CC(C2=C(C1)C(=C3C(=C2O)C(=O)C4=C(C3=O)C=CC=C4OC)O)OC5CC(C(C(O5)C)O)NC(=O)C(F)(F)F)O. Drug 2: C1=NC2=C(N1)C(=S)N=CN2. Cell line: MALME-3M. Synergy scores: CSS=38.4, Synergy_ZIP=-9.98, Synergy_Bliss=-9.30, Synergy_Loewe=-6.02, Synergy_HSA=-4.56. (8) Drug 1: C1CN(CCN1C(=O)CCBr)C(=O)CCBr. Drug 2: C1C(C(OC1N2C=NC3=C2NC=NCC3O)CO)O. Cell line: OVCAR-5. Synergy scores: CSS=11.1, Synergy_ZIP=-3.27, Synergy_Bliss=-0.664, Synergy_Loewe=-3.31, Synergy_HSA=-2.89.